From a dataset of Forward reaction prediction with 1.9M reactions from USPTO patents (1976-2016). Predict the product of the given reaction. (1) The product is: [C:1]([C:4]1[CH:5]=[CH:6][N:7]([C:10]2[CH:11]=[CH:12][C:13]([CH2:16][CH2:17][C:18]3[CH:19]=[CH:20][C:21]([CH2:24][CH2:25][C:26]([NH:31][NH:30][C:29]([O:33][C:34]([CH3:37])([CH3:36])[CH3:35])=[O:32])=[O:27])=[CH:22][CH:23]=3)=[N:14][CH:15]=2)[CH2:8][CH:9]=1)(=[O:3])[CH3:2]. Given the reactants [C:1]([C:4]1[CH:9]=[CH:8][N:7]([C:10]2[CH:11]=[CH:12][C:13]([CH2:16][CH2:17][C:18]3[CH:23]=[CH:22][C:21]([CH2:24][CH2:25][C:26](O)=[O:27])=[CH:20][CH:19]=3)=[N:14][CH:15]=2)[CH2:6][CH:5]=1)(=[O:3])[CH3:2].[C:29]([O:33][C:34]([CH3:37])([CH3:36])[CH3:35])(=[O:32])[NH:30][NH2:31], predict the reaction product. (2) Given the reactants [CH:1]1[CH:2]=[CH:3][N:4]2[C:10]=1[CH2:9][NH:8][C:7]1[CH:11]=[CH:12][CH:13]=[N:14][C:6]=1[CH2:5]2.[CH3:15][C:16]1[CH:17]=[C:18]([CH:22]=[CH:23][C:24]=1[Br:25])[C:19](Cl)=[O:20].C(N(CC)CC)C, predict the reaction product. The product is: [Br:25][C:24]1[CH:23]=[CH:22][C:18]([C:19]([N:8]2[CH2:9][C:10]3[N:4]([CH:3]=[CH:2][CH:1]=3)[CH2:5][C:6]3[N:14]=[CH:13][CH:12]=[CH:11][C:7]2=3)=[O:20])=[CH:17][C:16]=1[CH3:15]. (3) Given the reactants [Br-].[N+]([CH:5]1[C:13]2[CH:12]([P+](C3C=CC=CC=3)(C3C=CC=CC=3)C3C=CC=CC=3)[O:11][C:10](=[O:33])[C:9]=2[CH2:8][CH2:7][CH2:6]1)([O-])=O.C(N(CC)CC)C, predict the reaction product. The product is: [C:10]1(=[O:33])[C:9]2[CH2:8][CH2:7][CH2:6][CH2:5][C:13]=2[CH2:12][O:11]1. (4) Given the reactants [Br:1][C:2]1[N:3]([CH2:10][CH:11]([CH2:21][O:22][C:23]2[CH:28]=[CH:27][C:26]([O:29][C:30]([F:33])([F:32])[F:31])=[CH:25][CH:24]=2)[CH2:12][O:13][Si](C(C)(C)C)(C)C)[CH:4]=[C:5]([N+:7]([O-:9])=[O:8])[N:6]=1.Cl.C(=O)=O.CC(C)=O.N, predict the reaction product. The product is: [Br:1][C:2]1[N:3]([CH2:10][CH:11]([CH2:21][O:22][C:23]2[CH:28]=[CH:27][C:26]([O:29][C:30]([F:33])([F:31])[F:32])=[CH:25][CH:24]=2)[CH2:12][OH:13])[CH:4]=[C:5]([N+:7]([O-:9])=[O:8])[N:6]=1. (5) Given the reactants [CH2:1]([O:3][C:4]([C:6]1[C:7]([CH3:39])=[C:8]2[C:13]([NH:14][C:15]3[CH:20]=[CH:19][C:18]([O:21][C:22]4[CH:27]=[CH:26][CH:25]=[CH:24][CH:23]=4)=[C:17]([CH2:28][O:29]C4CCCCO4)[CH:16]=3)=[C:12]([C:36]#[N:37])[CH:11]=[N:10][N:9]2[CH:38]=1)=[O:5])[CH3:2].C(O)(C(F)(F)F)=O, predict the reaction product. The product is: [CH2:1]([O:3][C:4]([C:6]1[C:7]([CH3:39])=[C:8]2[C:13]([NH:14][C:15]3[CH:20]=[CH:19][C:18]([O:21][C:22]4[CH:27]=[CH:26][CH:25]=[CH:24][CH:23]=4)=[C:17]([CH2:28][OH:29])[CH:16]=3)=[C:12]([C:36]#[N:37])[CH:11]=[N:10][N:9]2[CH:38]=1)=[O:5])[CH3:2]. (6) Given the reactants [C:1]([C:5]1[N:10]=[CH:9][C:8]([C:11]2[N:12]([C:32]([N:34]3[CH2:39][CH2:38][CH:37]([CH2:40][C:41]([OH:43])=O)[CH2:36][CH2:35]3)=[O:33])[C@@:13]([C:25]3[CH:30]=[CH:29][C:28]([Cl:31])=[CH:27][CH:26]=3)([CH3:24])[C@@:14]([C:17]3[CH:22]=[CH:21][C:20]([Cl:23])=[CH:19][CH:18]=3)([CH3:16])[N:15]=2)=[C:7]([O:44][CH2:45][CH3:46])[CH:6]=1)([CH3:4])([CH3:3])[CH3:2].[F:47][C:48]([F:55])([F:54])[CH:49]1[CH2:53][CH2:52][CH2:51][NH:50]1, predict the reaction product. The product is: [C:1]([C:5]1[N:10]=[CH:9][C:8]([C:11]2[N:12]([C:32]([N:34]3[CH2:39][CH2:38][CH:37]([CH2:40][C:41]([N:50]4[CH2:51][CH2:52][CH2:53][CH:49]4[C:48]([F:55])([F:54])[F:47])=[O:43])[CH2:36][CH2:35]3)=[O:33])[C@@:13]([C:25]3[CH:30]=[CH:29][C:28]([Cl:31])=[CH:27][CH:26]=3)([CH3:24])[C@@:14]([C:17]3[CH:18]=[CH:19][C:20]([Cl:23])=[CH:21][CH:22]=3)([CH3:16])[N:15]=2)=[C:7]([O:44][CH2:45][CH3:46])[CH:6]=1)([CH3:4])([CH3:3])[CH3:2]. (7) Given the reactants [CH2:1]([O:8][C:9]1[CH:54]=[CH:53][C:12]([C:13]([O:15][C:16]2[CH:21]=[CH:20][C:19]([CH2:22][N:23]([CH2:45][C:46]([O:48]C(C)(C)C)=[O:47])[C:24](=[O:44])[C:25]3[CH:30]=[CH:29][C:28]([NH:31][C:32](=[O:43])[CH2:33][C:34]4[CH:39]=[CH:38][C:37]([CH3:40])=[C:36]([O:41][CH3:42])[CH:35]=4)=[CH:27][CH:26]=3)=[CH:18][CH:17]=2)=[O:14])=[CH:11][CH:10]=1)[CH2:2][CH2:3][CH2:4][CH2:5][CH2:6][CH3:7].C(O)(C(F)(F)F)=O, predict the reaction product. The product is: [CH2:1]([O:8][C:9]1[CH:10]=[CH:11][C:12]([C:13]([O:15][C:16]2[CH:21]=[CH:20][C:19]([CH2:22][N:23]([CH2:45][C:46]([OH:48])=[O:47])[C:24](=[O:44])[C:25]3[CH:30]=[CH:29][C:28]([NH:31][C:32](=[O:43])[CH2:33][C:34]4[CH:39]=[CH:38][C:37]([CH3:40])=[C:36]([O:41][CH3:42])[CH:35]=4)=[CH:27][CH:26]=3)=[CH:18][CH:17]=2)=[O:14])=[CH:53][CH:54]=1)[CH2:2][CH2:3][CH2:4][CH2:5][CH2:6][CH3:7]. (8) Given the reactants [NH2:1][CH:2]([CH3:6])[C:3]([OH:5])=[O:4].[C:7]1([CH3:17])[CH:12]=[CH:11][C:10](S(O)(=O)=O)=[CH:9][CH:8]=1.C(O)C1C=CC=CC=1.O, predict the reaction product. The product is: [CH2:17]([O:4][C:3](=[O:5])[CH:2]([NH2:1])[CH3:6])[C:7]1[CH:12]=[CH:11][CH:10]=[CH:9][CH:8]=1.